This data is from Full USPTO retrosynthesis dataset with 1.9M reactions from patents (1976-2016). The task is: Predict the reactants needed to synthesize the given product. (1) Given the product [Cl:23][CH2:22][CH2:21][CH2:20][N:1]1[C:10]2[C:5](=[CH:6][CH:7]=[CH:8][CH:9]=2)[CH:4]=[CH:3][C:2]1=[O:11], predict the reactants needed to synthesize it. The reactants are: [NH:1]1[C:10]2[C:5](=[CH:6][CH:7]=[CH:8][CH:9]=2)[CH:4]=[CH:3][C:2]1=[O:11].CN(C=O)C.[H-].[Na+].Br[CH2:20][CH2:21][CH2:22][Cl:23]. (2) The reactants are: F[C:2]1[CH:7]=[CH:6][C:5]([N+:8]([O-:10])=[O:9])=[CH:4][CH:3]=1.C(O)(=O)C(O)=O.[CH2:17]1[C:20]2([CH2:25][CH2:24][O:23][CH2:22][CH2:21]2)[CH2:19][NH:18]1.C(=O)([O-])[O-].[K+].[K+]. Given the product [N+:8]([C:5]1[CH:6]=[CH:7][C:2]([N:18]2[CH2:19][C:20]3([CH2:25][CH2:24][O:23][CH2:22][CH2:21]3)[CH2:17]2)=[CH:3][CH:4]=1)([O-:10])=[O:9], predict the reactants needed to synthesize it. (3) Given the product [F:1][C:2]1[C:7]([O:8][C:9]([C:11]2[NH:12][C:13]3[C:18]([CH:19]=2)=[CH:17][CH:16]=[C:15]([N+:27]([O-:29])=[O:28])[CH:14]=3)=[O:10])=[C:6]([F:23])[C:5]([F:24])=[C:4]([F:25])[C:3]=1[F:26], predict the reactants needed to synthesize it. The reactants are: [F:1][C:2]1[C:7]([O:8][C:9]([C:11]2[NH:12][C:13]3[C:18]([CH:19]=2)=[CH:17][C:16]([N+]([O-])=O)=[CH:15][CH:14]=3)=[O:10])=[C:6]([F:23])[C:5]([F:24])=[C:4]([F:25])[C:3]=1[F:26].[N+:27](C1C=C2C(=CC=1)NC(C(O)=O)=C2)([O-:29])=[O:28]. (4) Given the product [I:1][C:2]1[N:6]2[CH:7]=[CH:8][C:9]([CH:11]=[O:12])=[CH:10][C:5]2=[N:4][CH:3]=1, predict the reactants needed to synthesize it. The reactants are: [I:1][C:2]1[N:6]2[CH:7]=[CH:8][C:9]([CH2:11][OH:12])=[CH:10][C:5]2=[N:4][CH:3]=1.C[N+]1([O-])CCOCC1. (5) Given the product [CH2:1]([N:8]1[C:13](=[O:14])[CH2:12][NH:11][C:10]2[N:15]=[CH:16][C:17]([C:19]3[CH:27]=[CH:26][CH:25]=[C:21]([C:22]([N:28]4[CH2:32][CH2:31][CH2:30][CH2:29]4)=[O:23])[CH:20]=3)=[CH:18][C:9]1=2)[C:2]1[CH:7]=[CH:6][CH:5]=[CH:4][CH:3]=1, predict the reactants needed to synthesize it. The reactants are: [CH2:1]([N:8]1[C:13](=[O:14])[CH2:12][NH:11][C:10]2[N:15]=[CH:16][C:17]([C:19]3[CH:20]=[C:21]([CH:25]=[CH:26][CH:27]=3)[C:22](O)=[O:23])=[CH:18][C:9]1=2)[C:2]1[CH:7]=[CH:6][CH:5]=[CH:4][CH:3]=1.[NH:28]1[CH2:32][CH2:31][CH2:30][CH2:29]1. (6) Given the product [ClH:17].[Br:1][C:2]1[CH:7]=[CH:6][C:5]([CH2:8][CH2:9][CH2:10][CH2:11][N:12]2[CH:16]=[CH:15][N:14]=[CH:13]2)=[CH:4][CH:3]=1, predict the reactants needed to synthesize it. The reactants are: [Br:1][C:2]1[CH:7]=[CH:6][C:5]([CH2:8][CH2:9][CH2:10][CH2:11][N:12]2[CH:16]=[CH:15][N:14]=[CH:13]2)=[CH:4][CH:3]=1.[ClH:17].CCOC(C)=O.